This data is from Forward reaction prediction with 1.9M reactions from USPTO patents (1976-2016). The task is: Predict the product of the given reaction. (1) Given the reactants [N+:1]([C:4]1[CH:9]=[CH:8][C:7]([O:10][C:11]2[CH:16]=[CH:15][CH:14]=[CH:13][CH:12]=2)=[CH:6][C:5]=1[CH3:17])([O-])=O.[CH3:18]N(C(N(C)C)N(C)C)C.[H][H], predict the reaction product. The product is: [O:10]([C:7]1[CH:6]=[C:5]2[C:4](=[CH:9][CH:8]=1)[NH:1][CH:18]=[CH:17]2)[C:11]1[CH:16]=[CH:15][CH:14]=[CH:13][CH:12]=1. (2) Given the reactants [F:1][C:2]1[C:3]([CH:10]=[CH:11][C:12]([O:14][CH3:15])=[O:13])=[CH:4][C:5]([O:8][CH3:9])=[N:6][CH:7]=1.[H][H], predict the reaction product. The product is: [F:1][C:2]1[C:3]([CH2:10][CH2:11][C:12]([O:14][CH3:15])=[O:13])=[CH:4][C:5]([O:8][CH3:9])=[N:6][CH:7]=1. (3) Given the reactants [NH2:1][C:2]1[CH:3]=[C:4]2[C:8](=[CH:9][C:10]=1[N+:11]([O-])=O)[N:7]([CH:14]([CH3:16])[CH3:15])[C:6](=[O:17])[C:5]2([CH2:20][CH3:21])[CH2:18][CH3:19], predict the reaction product. The product is: [NH2:1][C:2]1[CH:3]=[C:4]2[C:8](=[CH:9][C:10]=1[NH2:11])[N:7]([CH:14]([CH3:15])[CH3:16])[C:6](=[O:17])[C:5]2([CH2:20][CH3:21])[CH2:18][CH3:19]. (4) The product is: [ClH:1].[ClH:1].[F:8][C:9]1[C:19]2[CH2:18][O:17][C:16]3[CH:20]=[CH:21][CH:22]=[CH:23][C:15]=3[N:14]([CH2:24][C@H:25]3[CH2:29][CH2:28][CH2:27][N:26]3[CH2:30][CH2:31][C:32]3[CH:33]=[CH:34][C:35]([N:38]([CH3:39])[CH3:40])=[CH:36][CH:37]=3)[C:13]=2[CH:12]=[CH:11][CH:10]=1. Given the reactants [ClH:1].O1CCOCC1.[F:8][C:9]1[C:19]2[CH2:18][O:17][C:16]3[CH:20]=[CH:21][CH:22]=[CH:23][C:15]=3[N:14]([CH2:24][C@H:25]3[CH2:29][CH2:28][CH2:27][N:26]3[CH2:30][CH2:31][C:32]3[CH:37]=[CH:36][C:35]([N:38]([CH3:40])[CH3:39])=[CH:34][CH:33]=3)[C:13]=2[CH:12]=[CH:11][CH:10]=1, predict the reaction product. (5) Given the reactants [NH2:1][CH2:2][CH2:3][NH:4][C:5]1[CH:10]=[C:9]([C:11]2[CH:16]=[CH:15][CH:14]=[C:13]([CH3:17])[C:12]=2[CH3:18])[N:8]=[C:7]([NH2:19])[N:6]=1.Cl[C:21]1[N:26]=[CH:25][C:24]([S:27]([NH2:30])(=[O:29])=[O:28])=[CH:23][CH:22]=1, predict the reaction product. The product is: [NH2:19][C:7]1[N:6]=[C:5]([NH:4][CH2:3][CH2:2][NH:1][C:21]2[N:26]=[CH:25][C:24]([S:27]([NH2:30])(=[O:29])=[O:28])=[CH:23][CH:22]=2)[CH:10]=[C:9]([C:11]2[CH:16]=[CH:15][CH:14]=[C:13]([CH3:17])[C:12]=2[CH3:18])[N:8]=1. (6) The product is: [NH2:25][C:26]1[N:30]([C:31]2[CH:32]=[CH:33][C:34]([F:37])=[CH:35][CH:36]=2)[N:29]=[CH:28][C:27]=1[C:38]([NH:50][CH2:51][C:52]([OH:70])([C:53]([F:54])([F:55])[F:56])[CH2:57][C:58]([C:61]1[CH:66]=[C:65]([F:67])[CH:64]=[CH:63][C:62]=1[O:68][CH3:69])([CH3:60])[CH3:59])=[O:40]. Given the reactants CN(C(ON1N=NC2C=CC=NC1=2)=[N+](C)C)C.F[P-](F)(F)(F)(F)F.[NH2:25][C:26]1[N:30]([C:31]2[CH:36]=[CH:35][C:34]([F:37])=[CH:33][CH:32]=2)[N:29]=[CH:28][C:27]=1[C:38]([OH:40])=O.CCN(C(C)C)C(C)C.[NH2:50][CH2:51][C:52]([OH:70])([CH2:57][C:58]([C:61]1[CH:66]=[C:65]([F:67])[CH:64]=[CH:63][C:62]=1[O:68][CH3:69])([CH3:60])[CH3:59])[C:53]([F:56])([F:55])[F:54], predict the reaction product. (7) Given the reactants C([C:3]1[N:41]=[C:6]2[N:7]=[C:8]([C:17]3[CH:22]=[CH:21][C:20]([CH2:23][N:24]4[CH2:29][CH2:28][CH:27]([C:30]5[N:34]=[C:33]([C:35]6[CH:40]=[CH:39][CH:38]=[CH:37][N:36]=6)[NH:32][N:31]=5)[CH2:26][CH2:25]4)=[CH:19][CH:18]=3)[C:9]([C:11]3[CH:16]=[CH:15][CH:14]=[CH:13][CH:12]=3)=[CH:10][N:5]2[N:4]=1)#C.[CH3:42][O-:43].[Na+], predict the reaction product. The product is: [CH3:42][O:43][C:3]1[N:41]=[C:6]2[N:7]=[C:8]([C:17]3[CH:22]=[CH:21][C:20]([CH2:23][N:24]4[CH2:29][CH2:28][CH:27]([C:30]5[N:34]=[C:33]([C:35]6[CH:40]=[CH:39][CH:38]=[CH:37][N:36]=6)[NH:32][N:31]=5)[CH2:26][CH2:25]4)=[CH:19][CH:18]=3)[C:9]([C:11]3[CH:16]=[CH:15][CH:14]=[CH:13][CH:12]=3)=[CH:10][N:5]2[N:4]=1. (8) Given the reactants [C:1]([O:5][C:6]([N:8]1[CH2:13][CH2:12][CH2:11][CH:10]([CH2:14][CH:15]=[CH2:16])[CH2:9]1)=[O:7])([CH3:4])([CH3:3])[CH3:2].Br[C:18]1[CH:23]=[CH:22][C:21]([F:24])=[CH:20][CH:19]=1.C(=O)([O-])[O-].[K+].[K+], predict the reaction product. The product is: [C:1]([O:5][C:6]([N:8]1[CH2:13][CH2:12][CH2:11][CH:10]([CH2:14][CH2:15][CH2:16][C:18]2[CH:23]=[CH:22][C:21]([F:24])=[CH:20][CH:19]=2)[CH2:9]1)=[O:7])([CH3:4])([CH3:3])[CH3:2].